Dataset: Reaction yield outcomes from USPTO patents with 853,638 reactions. Task: Predict the reaction yield, written as a fraction of the theoretical maximum amount of product (1.0 means a 100% yield; for example, 0.34 means a 34% yield). (1) The catalyst is O1CCCC1. The product is [CH3:25][C:22]([O:21][C:20](=[O:26])[NH:19][CH2:18][CH2:17][C:16]([C:2]1[CH:6]=[CH:5][O:4][CH:3]=1)=[O:27])([CH3:23])[CH3:24]. The reactants are Br[C:2]1[CH:6]=[CH:5][O:4][CH:3]=1.C([Li])CCC.COCN[C:16](=[O:27])[CH2:17][CH2:18][NH:19][C:20](=[O:26])[O:21][C:22]([CH3:25])([CH3:24])[CH3:23].[Cl-].[NH4+]. The yield is 0.630. (2) The reactants are [CH2:1]([OH:5])[C:2]#[C:3][CH3:4].[H-].[Na+].F[C:9]1[CH:14]=[CH:13][C:12]([S:15]([CH3:18])(=[O:17])=[O:16])=[CH:11][C:10]=1[C:19]1[CH:20]=[C:21]([CH3:27])[C:22](=[O:26])[N:23]([CH3:25])[CH:24]=1. The catalyst is CN(C=O)C. The product is [CH2:1]([O:5][C:9]1[CH:14]=[CH:13][C:12]([S:15]([CH3:18])(=[O:17])=[O:16])=[CH:11][C:10]=1[C:19]1[CH:20]=[C:21]([CH3:27])[C:22](=[O:26])[N:23]([CH3:25])[CH:24]=1)[C:2]#[C:3][CH3:4]. The yield is 0.239.